Task: Predict the reaction yield, written as a fraction of the theoretical maximum amount of product (1.0 means a 100% yield; for example, 0.34 means a 34% yield).. Dataset: Reaction yield outcomes from USPTO patents with 853,638 reactions (1) The reactants are [CH3:1][N:2]1[CH:7]2[CH2:8][CH2:9][CH:3]1[CH2:4][CH:5]([NH:10][C:11]([C:13]1[C:21]3[C:16](=[CH:17][CH:18]=[C:19](Br)[CH:20]=3)[NH:15][N:14]=1)=[O:12])[CH2:6]2.[O:23]1[CH:27]=[CH:26][C:25](B(O)O)=[CH:24]1.F[B-](F)(F)F.C(P(C(C)(C)C)C(C)(C)C)(C)(C)C.C(=O)([O-])[O-].[K+].[K+]. The catalyst is C1C=CC(/C=C/C(/C=C/C2C=CC=CC=2)=O)=CC=1.C1C=CC(/C=C/C(/C=C/C2C=CC=CC=2)=O)=CC=1.C1C=CC(/C=C/C(/C=C/C2C=CC=CC=2)=O)=CC=1.[Pd].[Pd]. The product is [O:23]1[CH:27]=[CH:26][C:25]([C:19]2[CH:20]=[C:21]3[C:16](=[CH:17][CH:18]=2)[NH:15][N:14]=[C:13]3[C:11]([NH:10][CH:5]2[CH2:4][CH:3]3[N:2]([CH3:1])[CH:7]([CH2:8][CH2:9]3)[CH2:6]2)=[O:12])=[CH:24]1. The yield is 0.0400. (2) The reactants are [NH:1]1[CH2:6][CH2:5][CH:4]([O:7][C:8]2[CH:17]=[C:16]3[C:11]([CH2:12][CH2:13][C:14](=[O:18])[NH:15]3)=[CH:10][CH:9]=2)[CH2:3][CH2:2]1.Br[CH2:20][CH2:21][O:22][C:23]1[CH:32]=[CH:31][CH:30]=[C:29]2[C:24]=1[CH:25]=[CH:26][C:27]([CH3:33])=[N:28]2.C(N(CC)C(C)C)(C)C. The catalyst is CC(O)C. The product is [CH3:33][C:27]1[CH:26]=[CH:25][C:24]2[C:29](=[CH:30][CH:31]=[CH:32][C:23]=2[O:22][CH2:21][CH2:20][N:1]2[CH2:2][CH2:3][CH:4]([O:7][C:8]3[CH:17]=[C:16]4[C:11]([CH2:12][CH2:13][C:14](=[O:18])[NH:15]4)=[CH:10][CH:9]=3)[CH2:5][CH2:6]2)[N:28]=1. The yield is 0.450. (3) The reactants are [CH2:1]([C:3]1[N:13]([C:14]2[CH:19]=[CH:18][C:17]([CH2:20][CH2:21][NH2:22])=[CH:16][CH:15]=2)[C:6]2=[N:7][C:8]([CH3:12])=[CH:9][C:10]([CH3:11])=[C:5]2[N:4]=1)[CH3:2].[C:23]1([CH3:35])[CH:28]=[CH:27][C:26]([S:29]([N:32]=[C:33]=[O:34])(=[O:31])=[O:30])=[CH:25][CH:24]=1. The catalyst is ClCCl. The product is [CH2:1]([C:3]1[N:13]([C:14]2[CH:15]=[CH:16][C:17]([CH2:20][CH2:21][NH:22][C:33]([NH:32][S:29]([C:26]3[CH:27]=[CH:28][C:23]([CH3:35])=[CH:24][CH:25]=3)(=[O:31])=[O:30])=[O:34])=[CH:18][CH:19]=2)[C:6]2=[N:7][C:8]([CH3:12])=[CH:9][C:10]([CH3:11])=[C:5]2[N:4]=1)[CH3:2]. The yield is 0.560.